Dataset: Reaction yield outcomes from USPTO patents with 853,638 reactions. Task: Predict the reaction yield, written as a fraction of the theoretical maximum amount of product (1.0 means a 100% yield; for example, 0.34 means a 34% yield). (1) The reactants are Br[CH2:2][C:3]([C:5]1[CH:10]=[CH:9][CH:8]=[CH:7][C:6]=1[OH:11])=[O:4].[N-:12]=[N+:13]=[N-:14].[Na+]. The catalyst is CC(C)=O.O. The product is [N:12]([CH2:2][C:3]([C:5]1[CH:10]=[CH:9][CH:8]=[CH:7][C:6]=1[OH:11])=[O:4])=[N+:13]=[N-:14]. The yield is 0.900. (2) The reactants are C(OC(=O)[NH:7][CH2:8][C@H:9]1[S:13][C@@H:12]([C:14]2[CH:19]=[CH:18][C:17]([C:20]#[C:21][C:22]3[CH:27]=[CH:26][CH:25]=[CH:24][CH:23]=3)=[CH:16][CH:15]=2)[N:11]([C:28]2[CH:33]=[CH:32][CH:31]=[C:30]([C:34](=[O:36])[NH2:35])[CH:29]=2)[C:10]1=[O:37])(C)(C)C.FC(F)(F)C(O)=O. The catalyst is ClCCl. The product is [NH2:7][CH2:8][C@H:9]1[S:13][C@@H:12]([C:14]2[CH:15]=[CH:16][C:17]([C:20]#[C:21][C:22]3[CH:27]=[CH:26][CH:25]=[CH:24][CH:23]=3)=[CH:18][CH:19]=2)[N:11]([C:28]2[CH:29]=[C:30]([CH:31]=[CH:32][CH:33]=2)[C:34]([NH2:35])=[O:36])[C:10]1=[O:37]. The yield is 0.770. (3) The reactants are C(C1C=C([NH:10][C:11]([NH:13][C:14]2[CH:19]=[CH:18][C:17]([Cl:20])=[CH:16][CH:15]=2)=[O:12])N(C2C=C(C=CC=2)C(OCC)=O)N=1)(C)(C)C.[H-].[H-].[H-].[H-].[Li+].[Al+3]. The catalyst is C1COCC1. The product is [Cl:20][C:17]1[CH:16]=[CH:15][C:14]([NH:13][C:11](=[O:12])[NH2:10])=[CH:19][CH:18]=1. The yield is 0.970.